From a dataset of Full USPTO retrosynthesis dataset with 1.9M reactions from patents (1976-2016). Predict the reactants needed to synthesize the given product. Given the product [CH2:1]([O:3][C:4]([C:6]1[CH:7]=[N:8][C:9]2[C:14]([C:15]=1[C:30]1[CH:31]=[C:32]([C:35]([F:37])([F:38])[F:36])[CH:33]=[CH:34][C:29]=1[F:28])=[CH:13][CH:12]=[C:11]([C:24]([F:25])([F:26])[F:27])[CH:10]=2)=[O:5])[CH3:2], predict the reactants needed to synthesize it. The reactants are: [CH2:1]([O:3][C:4]([C:6]1[CH:7]=[N:8][C:9]2[C:14]([C:15]=1OS(C(F)(F)F)(=O)=O)=[CH:13][CH:12]=[C:11]([C:24]([F:27])([F:26])[F:25])[CH:10]=2)=[O:5])[CH3:2].[F:28][C:29]1[CH:34]=[CH:33][C:32]([C:35]([F:38])([F:37])[F:36])=[CH:31][C:30]=1B(O)O.P([O-])([O-])([O-])=O.[K+].[K+].[K+].